From a dataset of Forward reaction prediction with 1.9M reactions from USPTO patents (1976-2016). Predict the product of the given reaction. (1) Given the reactants Cl.[NH2:2][C@@H:3]1[CH2:7][CH2:6][N:5]([C:8]2[CH:13]=[CH:12][C:11]([N:14]3[CH2:18][C@H:17]([CH2:19][N:20]4[CH:24]=[CH:23][N:22]=[N:21]4)[O:16][C:15]3=[O:25])=[CH:10][C:9]=2[F:26])[CH2:4]1.C(N(C(C)C)CC)(C)C.[C:36](=O)([O:46]C1C=CC([N+]([O-])=O)=CC=1)[O:37][CH2:38][C@@H:39]1[CH2:43][O:42][C:41]([CH3:45])([CH3:44])[O:40]1, predict the reaction product. The product is: [CH3:44][C:41]1([CH3:45])[O:40][C@H:39]([CH2:38][O:37][C:36]([NH:2][C@@H:3]2[CH2:7][CH2:6][N:5]([C:8]3[CH:13]=[CH:12][C:11]([N:14]4[CH2:18][C@H:17]([CH2:19][N:20]5[CH:24]=[CH:23][N:22]=[N:21]5)[O:16][C:15]4=[O:25])=[CH:10][C:9]=3[F:26])[CH2:4]2)=[O:46])[CH2:43][O:42]1. (2) Given the reactants [CH3:1][O:2][C:3]1[C:4]([NH:14][C:15](=[O:19])OCC)=[N:5][C:6]2[C:11]([N:12]=1)=[CH:10][C:9]([CH3:13])=[CH:8][CH:7]=2.[CH3:20][O:21][C:22]1[CH:23]=[C:24]([N:32]2[CH2:37][CH2:36][NH:35][CH2:34][CH2:33]2)[CH:25]=[C:26]([O:30][CH3:31])[C:27]=1[O:28][CH3:29], predict the reaction product. The product is: [CH3:1][O:2][C:3]1[C:4]([NH:14][C:15]([N:35]2[CH2:34][CH2:33][N:32]([C:24]3[CH:23]=[C:22]([O:21][CH3:20])[C:27]([O:28][CH3:29])=[C:26]([O:30][CH3:31])[CH:25]=3)[CH2:37][CH2:36]2)=[O:19])=[N:5][C:6]2[C:11]([N:12]=1)=[CH:10][C:9]([CH3:13])=[CH:8][CH:7]=2. (3) Given the reactants [NH2:1][C:2]1[C:11]2[N:12]=[C:13]3[CH2:18][O:17][CH2:16][C@H:15]([CH3:19])[N:14]3[C:10]=2[C:9]2[C:4](=[CH:5][CH:6]=[C:7]([OH:20])[CH:8]=2)[N:3]=1.C(=O)([O-])[O-].[Cs+].[Cs+].[N:27]1([C:32](Cl)=[O:33])[CH2:31][CH2:30][CH2:29][CH2:28]1.O, predict the reaction product. The product is: [N:27]1([C:32]([O:20][C:7]2[CH:8]=[C:9]3[C:4](=[CH:5][CH:6]=2)[N:3]=[C:2]([NH2:1])[C:11]2[N:12]=[C:13]4[CH2:18][O:17][CH2:16][C@H:15]([CH3:19])[N:14]4[C:10]3=2)=[O:33])[CH2:31][CH2:30][CH2:29][CH2:28]1. (4) Given the reactants [C:1]([O:5][C:6]([C@@H:8]1[CH2:12][C@@H:11](O)[CH2:10][N:9]1[S:14]([C:17]1[CH:26]=[CH:25][C:24]2[C:19](=[CH:20][CH:21]=[CH:22][CH:23]=2)[CH:18]=1)(=[O:16])=[O:15])=[O:7])([CH3:4])([CH3:3])[CH3:2].C(OC([C@@H]1C[C@H](OS(C)(=O)=O)CN1S(C1C=CC2C(=CC=CC=2)C=1)(=O)=O)=O)(C)(C)C.[C:57]([O-:60])(=[S:59])[CH3:58].[K+], predict the reaction product. The product is: [C:1]([O:5][C:6]([C@@H:8]1[CH2:12][C@@H:11]([S:59][C:57](=[O:60])[CH3:58])[CH2:10][N:9]1[S:14]([C:17]1[CH:26]=[CH:25][C:24]2[C:19](=[CH:20][CH:21]=[CH:22][CH:23]=2)[CH:18]=1)(=[O:15])=[O:16])=[O:7])([CH3:4])([CH3:2])[CH3:3]. (5) Given the reactants [OH:1]OS([O-])=O.[K+].[CH:7]1([S:13][C:14]2[CH:23]=[CH:22][C:21]3[NH:20][C:19](=[O:24])[C:18]4[NH:25][CH:26]=[CH:27][C:17]=4[C:16]=3[CH:15]=2)[CH2:12][CH2:11][CH2:10][CH2:9][CH2:8]1.[CH2:28]([C:30]([O-:32])=[O:31])[CH3:29].[OH2:33], predict the reaction product. The product is: [CH:7]1([S:13]([C:14]2[CH:23]=[CH:22][C:21]3[NH:20][C:19](=[O:24])[C:18]4[NH:25][CH:26]=[CH:27][C:17]=4[C:16]=3[CH:15]=2)(=[O:1])=[O:33])[CH2:8][CH2:9][CH2:10][CH2:11][CH2:12]1.[CH2:28]([C:30]([O-:32])=[O:31])[CH3:29]. (6) The product is: [O:26]1[CH:7]=[CH:2][CH:3]=[C:4]1[C:9]1[N:13]2[C:14]3[N:22]=[C:21]([O:23][CH3:24])[CH:20]=[CH:19][C:15]=3[N:16]=[C:17]([CH3:18])[C:12]2=[C:11]([CH3:25])[N:10]=1. Given the reactants Cl[C:2]1[CH:3]=[C:4]([C:9]2[N:13]3[C:14]4[N:22]=[C:21]([O:23][CH3:24])[CH:20]=[CH:19][C:15]=4[N:16]=[C:17]([CH3:18])[C:12]3=[C:11]([CH3:25])[N:10]=2)C=C(Cl)[CH:7]=1.[O:26]1C=CC=C1B(O)O.C([O-])([O-])=O.[K+].[K+], predict the reaction product. (7) Given the reactants [F:1][C:2]1[CH:7]=[CH:6][C:5]([C:8]2[S:12][C:11]3[CH:13]=[CH:14][C:15]([O:17][CH3:18])=[CH:16][C:10]=3[C:9]=2[C:19]([O:21]C)=[O:20])=[CH:4][CH:3]=1.C1COCC1.[OH-].[Li+].Cl, predict the reaction product. The product is: [F:1][C:2]1[CH:3]=[CH:4][C:5]([C:8]2[S:12][C:11]3[CH:13]=[CH:14][C:15]([O:17][CH3:18])=[CH:16][C:10]=3[C:9]=2[C:19]([OH:21])=[O:20])=[CH:6][CH:7]=1.